This data is from Full USPTO retrosynthesis dataset with 1.9M reactions from patents (1976-2016). The task is: Predict the reactants needed to synthesize the given product. (1) Given the product [OH:1][CH2:2][C:3]1[C:4]2[C:9](=[CH:8][CH:7]=[CH:6][CH:5]=2)[C:10]([CH2:17][NH:18][CH3:19])=[C:11]2[C:16]=1[CH:15]=[CH:14][CH:13]=[CH:12]2, predict the reactants needed to synthesize it. The reactants are: [OH:1][CH2:2][C:3]1[C:16]2[C:11](=[CH:12][CH:13]=[CH:14][CH:15]=2)[C:10]([CH:17]=[N:18][CH3:19])=[C:9]2[C:4]=1[CH:5]=[CH:6][CH:7]=[CH:8]2.[BH4-].[Na+]. (2) Given the product [F:1][C:2]1[CH:3]=[CH:4][C:5]([CH2:6][O:7][CH2:8][C:9]2[CH:10]=[CH:11][C:12]([NH2:16])=[N:13][C:14]=2[CH3:15])=[CH:23][CH:24]=1, predict the reactants needed to synthesize it. The reactants are: [F:1][C:2]1[CH:24]=[CH:23][C:5]([CH2:6][O:7][CH2:8][C:9]2[CH:10]=[CH:11][C:12]([NH:16]C(=O)C(C)(C)C)=[N:13][C:14]=2[CH3:15])=[CH:4][CH:3]=1.[OH-].[Na+]. (3) Given the product [F:32][C:31]([F:34])([F:33])[C:30]([C:12]1[CH:13]=[CH:14][C:15]([N:16]2[CH2:21][CH2:20][N:19]([S:22]([C:25]3[S:26][CH:27]=[CH:28][CH:29]=3)(=[O:24])=[O:23])[CH2:18][CH2:17]2)=[C:10]([C:3]2[CH:4]=[CH:5][S:1][CH:2]=2)[CH:11]=1)([OH:39])[C:35]([F:38])([F:37])[F:36], predict the reactants needed to synthesize it. The reactants are: [S:1]1[CH:5]=[CH:4][C:3](B(O)O)=[CH:2]1.Br[C:10]1[CH:11]=[C:12]([C:30]([OH:39])([C:35]([F:38])([F:37])[F:36])[C:31]([F:34])([F:33])[F:32])[CH:13]=[CH:14][C:15]=1[N:16]1[CH2:21][CH2:20][N:19]([S:22]([C:25]2[S:26][CH:27]=[CH:28][CH:29]=2)(=[O:24])=[O:23])[CH2:18][CH2:17]1.